This data is from Catalyst prediction with 721,799 reactions and 888 catalyst types from USPTO. The task is: Predict which catalyst facilitates the given reaction. (1) Reactant: [CH:1]([C:3]1[CH:8]=[CH:7][CH:6]=[CH:5][C:4]=1B(O)O)=[O:2].Br[C:13]1[CH:14]=[N:15][CH:16]=[N:17][CH:18]=1.C(=O)([O-])[O-].[Na+].[Na+]. Product: [N:15]1[CH:14]=[C:13]([C:4]2[CH:5]=[CH:6][CH:7]=[CH:8][C:3]=2[CH:1]=[O:2])[CH:18]=[N:17][CH:16]=1. The catalyst class is: 745. (2) Product: [Cl:1][C:2]1[CH:3]=[C:4]([C:9]2[N:13]([CH3:14])[N:12]=[C:11]([C:15](=[N:17][NH:18][C:19]([NH:21][C:22]3[CH:31]=[CH:30][C:25]([C:26]([OH:28])=[O:27])=[C:24]([N+:32]([O-:34])=[O:33])[CH:23]=3)=[S:20])[CH3:16])[C:10]=2[OH:35])[CH:5]=[CH:6][C:7]=1[Cl:8]. The catalyst class is: 5. Reactant: [Cl:1][C:2]1[CH:3]=[C:4]([C:9]2[N:13]([CH3:14])[N:12]=[C:11]([C:15](=[N:17][NH:18][C:19]([NH:21][C:22]3[CH:31]=[CH:30][C:25]([C:26]([O:28]C)=[O:27])=[C:24]([N+:32]([O-:34])=[O:33])[CH:23]=3)=[S:20])[CH3:16])[C:10]=2[OH:35])[CH:5]=[CH:6][C:7]=1[Cl:8].[OH-].[Na+].Cl.O. (3) Reactant: [Br:1][C:2]1[CH:7]=[CH:6][C:5]([N:8]2[C:12](=[O:13])[NH:11][N:10]=[CH:9]2)=[C:4]([F:14])[CH:3]=1.[H-].[Na+].CS(O[C@H:22]1[CH2:26][CH2:25][N:24]([C:27]([O:29][C:30]([CH3:33])([CH3:32])[CH3:31])=[O:28])[CH2:23]1)(=O)=O. Product: [Br:1][C:2]1[CH:7]=[CH:6][C:5]([N:8]2[C:12](=[O:13])[N:11]([C@@H:26]3[CH2:22][CH2:23][N:24]([C:27]([O:29][C:30]([CH3:33])([CH3:32])[CH3:31])=[O:28])[CH2:25]3)[N:10]=[CH:9]2)=[C:4]([F:14])[CH:3]=1. The catalyst class is: 9. (4) Reactant: [CH3:1][CH:2]1[CH2:4][NH:3]1.[C:5]1([CH3:15])[CH:10]=[CH:9][C:8]([S:11](Cl)(=[O:13])=[O:12])=[CH:7][CH:6]=1. Product: [CH3:1][CH:2]1[CH2:4][N:3]1[S:11]([C:8]1[CH:9]=[CH:10][C:5]([CH3:15])=[CH:6][CH:7]=1)(=[O:13])=[O:12]. The catalyst class is: 500. (5) Reactant: [H-].[Al+3].[Li+].[H-].[H-].[H-].[F:7][C:8]1[CH:9]=[C:10]([CH:15]=[C:16]([C:18]2[CH:19]=[N:20][C:21]([O:24][CH3:25])=[N:22][CH:23]=2)[CH:17]=1)[C:11](OC)=[O:12].FC1C=C(C=C(C2C=NC(OC)=NC=2)C=1)C(OCCC)=O. Product: [F:7][C:8]1[CH:9]=[C:10]([CH2:11][OH:12])[CH:15]=[C:16]([C:18]2[CH:23]=[N:22][C:21]([O:24][CH3:25])=[N:20][CH:19]=2)[CH:17]=1. The catalyst class is: 1. (6) Reactant: C(OC(=O)[NH:7][CH2:8][CH2:9][C:10]1[CH:15]=[CH:14][C:13]([C:16]2[N:17]=[C:18]([NH:21][C:22](=[O:24])[CH3:23])[S:19][CH:20]=2)=[CH:12][CH:11]=1)(C)(C)C.[ClH:26]. Product: [ClH:26].[NH2:7][CH2:8][CH2:9][C:10]1[CH:11]=[CH:12][C:13]([C:16]2[N:17]=[C:18]([NH:21][C:22](=[O:24])[CH3:23])[S:19][CH:20]=2)=[CH:14][CH:15]=1. The catalyst class is: 13. (7) Reactant: [CH3:1][O:2][C:3]1[CH:4]=[C:5]([CH:7]=[CH:8][C:9]=1[C:10]1[O:14][CH:13]=[N:12][CH:11]=1)[NH2:6].[C:15]([C:17]1[CH:18]=[C:19]([N:23]=[C:24]=[O:25])[CH:20]=[CH:21][CH:22]=1)#[N:16]. The catalyst class is: 2. Product: [C:15]([C:17]1[CH:18]=[C:19]([NH:23][C:24]([NH:6][C:5]2[CH:7]=[CH:8][C:9]([C:10]3[O:14][CH:13]=[N:12][CH:11]=3)=[C:3]([O:2][CH3:1])[CH:4]=2)=[O:25])[CH:20]=[CH:21][CH:22]=1)#[N:16]. (8) Reactant: Br[CH2:2][C:3]1[CH:8]=[CH:7][CH:6]=[CH:5][C:4]=1[F:9].[OH:10][C:11]1[CH:18]=[CH:17][C:14]([CH:15]=[O:16])=[CH:13][CH:12]=1.C([O-])([O-])=O.[K+].[K+]. Product: [F:9][C:4]1[CH:5]=[CH:6][CH:7]=[CH:8][C:3]=1[CH2:2][O:10][C:11]1[CH:18]=[CH:17][C:14]([CH:15]=[O:16])=[CH:13][CH:12]=1. The catalyst class is: 95.